Dataset: Rat liver microsome stability data. Task: Regression/Classification. Given a drug SMILES string, predict its absorption, distribution, metabolism, or excretion properties. Task type varies by dataset: regression for continuous measurements (e.g., permeability, clearance, half-life) or binary classification for categorical outcomes (e.g., BBB penetration, CYP inhibition). Dataset: rlm. (1) The compound is Cn1cc(NC(=O)c2ccc3ccc(N[C@@H]4CCCC[C@@H]4N)nn23)c(C(F)F)n1. The result is 1 (stable in rat liver microsomes). (2) The result is 1 (stable in rat liver microsomes). The drug is COc1ccc(S(=O)(=O)N(CC(=O)Nc2ccc(C)cc2)c2ccc(C)cc2)cc1OC.